Dataset: Reaction yield outcomes from USPTO patents with 853,638 reactions. Task: Predict the reaction yield, written as a fraction of the theoretical maximum amount of product (1.0 means a 100% yield; for example, 0.34 means a 34% yield). (1) The reactants are [CH3:1][N:2]1[CH2:7][CH2:6][CH:5]([N:8]([C:10]2[CH:15]=[CH:14][CH:13]=[C:12]([NH2:16])[CH:11]=2)[CH3:9])[CH2:4][CH2:3]1.N1C=CC=CC=1.[F:23][C:24]1[CH:32]=[CH:31][CH:30]=[C:29]([F:33])[C:25]=1[C:26]([Cl:28])=[O:27]. The catalyst is ClCCl. The product is [ClH:28].[ClH:28].[F:23][C:24]1[CH:32]=[CH:31][CH:30]=[C:29]([F:33])[C:25]=1[C:26]([NH:16][C:12]1[CH:13]=[CH:14][CH:15]=[C:10]([N:8]([CH3:9])[CH:5]2[CH2:4][CH2:3][N:2]([CH3:1])[CH2:7][CH2:6]2)[CH:11]=1)=[O:27]. The yield is 0.800. (2) The reactants are [OH:1][C:2]1[CH:7]=[C:6]([OH:8])[CH:5]=[CH:4][C:3]=1/C(=N\O)/C.P(Cl)(Cl)(Cl)=O.C(=O)([O-])O.[Na+].[C:23](#[N:25])[CH3:24]. The catalyst is CC(N(C)C)=O. The product is [CH3:24][C:23]1[O:1][C:2]2[CH:7]=[C:6]([OH:8])[CH:5]=[CH:4][C:3]=2[N:25]=1. The yield is 0.730. (3) The product is [Br:13][CH2:12][C:11]1[C:2]([Cl:1])=[C:3]([CH:8]=[CH:9][CH:10]=1)[C:4]([O:6][CH3:7])=[O:5]. The yield is 0.660. The reactants are [Cl:1][C:2]1[C:11]([CH3:12])=[CH:10][CH:9]=[CH:8][C:3]=1[C:4]([O:6][CH3:7])=[O:5].[Br:13]N1C(=O)CCC1=O.N(/C(C)(C)C#N)=N\C(C)(C)C#N. The catalyst is C(#N)C. (4) The reactants are [CH2:1]([S:3][C:4]1[CH:9]=[CH:8][CH:7]=[CH:6][C:5]=1[CH2:10]O)[CH3:2].S(Cl)([Cl:14])=O. The catalyst is ClCCl. The product is [Cl:14][CH2:10][C:5]1[CH:6]=[CH:7][CH:8]=[CH:9][C:4]=1[S:3][CH2:1][CH3:2]. The yield is 0.960. (5) The reactants are I[C:2]1[CH:8]=[C:7]([N+:9]([O-:11])=[O:10])[CH:6]=[CH:5][C:3]=1[NH2:4].[C:12]([C:14]1[CH:19]=[CH:18][CH:17]=[CH:16][N:15]=1)#[CH:13]. The catalyst is CN(C=O)C.CCN(CC)CC.O.Cl[Pd](Cl)([P](C1C=CC=CC=1)(C1C=CC=CC=1)C1C=CC=CC=1)[P](C1C=CC=CC=1)(C1C=CC=CC=1)C1C=CC=CC=1.[Cu]I. The product is [N+:9]([C:7]1[CH:6]=[CH:5][C:3]([NH2:4])=[C:2]([C:13]#[C:12][C:14]2[CH:19]=[CH:18][CH:17]=[CH:16][N:15]=2)[CH:8]=1)([O-:11])=[O:10]. The yield is 0.600. (6) The reactants are [CH3:1][O:2][C:3]1[CH:10]=[C:9]([O:11][CH3:12])[CH:8]=[CH:7][C:4]=1[CH2:5][NH2:6].F[C:14]1[CH:22]=[N:21][CH:20]=[CH:19][C:15]=1[C:16]([OH:18])=[O:17]. No catalyst specified. The product is [CH3:1][O:2][C:3]1[CH:10]=[C:9]([O:11][CH3:12])[CH:8]=[CH:7][C:4]=1[CH2:5][NH:6][C:19]1[CH:20]=[N:21][CH:22]=[CH:14][C:15]=1[C:16]([OH:18])=[O:17]. The yield is 0.610.